This data is from Peptide-MHC class II binding affinity with 134,281 pairs from IEDB. The task is: Regression. Given a peptide amino acid sequence and an MHC pseudo amino acid sequence, predict their binding affinity value. This is MHC class II binding data. The peptide sequence is QVAQYKALPVVLENA. The MHC is HLA-DQA10102-DQB10502 with pseudo-sequence HLA-DQA10102-DQB10502. The binding affinity (normalized) is 0.417.